The task is: Predict hERG channel inhibition at various concentrations.. This data is from hERG Central: cardiac toxicity at 1µM, 10µM, and general inhibition. The drug is O=C(Nc1ccc(F)cc1F)C1CCCN(c2ncnc3c2nc2n3CCCCC2)C1. Results: hERG_inhib (hERG inhibition (general)): blocker.